This data is from Full USPTO retrosynthesis dataset with 1.9M reactions from patents (1976-2016). The task is: Predict the reactants needed to synthesize the given product. (1) The reactants are: [CH2:1]([N:8]1[C@H:12]([C:13]([O:15][C:16]([CH3:19])([CH3:18])[CH3:17])=[O:14])[CH2:11][CH2:10][C:9]1=[C:20]([CH2:31][C:32]([O:34]CC1C=CC=CC=1)=[O:33])C(OCC1C=CC=CC=1)=O)[C:2]1[CH:7]=[CH:6][CH:5]=[CH:4][CH:3]=1.C([O-])=O.[NH4+].C(Cl)Cl. Given the product [CH2:1]([N:8]1[C@H:12]([C:13]([O:15][C:16]([CH3:18])([CH3:19])[CH3:17])=[O:14])[CH2:11][CH2:10][C@@H:9]1[CH2:20][CH2:31][C:32]([OH:34])=[O:33])[C:2]1[CH:3]=[CH:4][CH:5]=[CH:6][CH:7]=1, predict the reactants needed to synthesize it. (2) Given the product [CH3:19][O:20][Si:21]([O:24][CH3:25])([O:22][CH3:23])[CH2:1][CH2:2][CH2:3][CH2:4][CH2:5][CH2:6][CH2:7][CH2:8][CH2:9][CH2:10][CH2:11][CH2:12][CH2:13][CH2:14][CH2:15][CH2:16][CH2:17][CH3:18], predict the reactants needed to synthesize it. The reactants are: [CH2:1]=[CH:2][CH2:3][CH2:4][CH2:5][CH2:6][CH2:7][CH2:8][CH2:9][CH2:10][CH2:11][CH2:12][CH2:13][CH2:14][CH2:15][CH2:16][CH2:17][CH3:18].[CH3:19][O:20][SiH:21]([O:24][CH3:25])[O:22][CH3:23].O=O.